This data is from Peptide-MHC class I binding affinity with 185,985 pairs from IEDB/IMGT. The task is: Regression. Given a peptide amino acid sequence and an MHC pseudo amino acid sequence, predict their binding affinity value. This is MHC class I binding data. (1) The MHC is HLA-B35:03 with pseudo-sequence HLA-B35:03. The binding affinity (normalized) is 0. The peptide sequence is IEELRRHLL. (2) The peptide sequence is YMYRVWSPL. The MHC is HLA-C14:02 with pseudo-sequence HLA-C14:02. The binding affinity (normalized) is 0.638. (3) The peptide sequence is FVLSGQSL. The MHC is H-2-Kb with pseudo-sequence H-2-Kb. The binding affinity (normalized) is 0.291. (4) The peptide sequence is TLFIGSHVV. The MHC is HLA-A31:01 with pseudo-sequence HLA-A31:01. The binding affinity (normalized) is 0.131.